This data is from Reaction yield outcomes from USPTO patents with 853,638 reactions. The task is: Predict the reaction yield, written as a fraction of the theoretical maximum amount of product (1.0 means a 100% yield; for example, 0.34 means a 34% yield). (1) The reactants are [Cl:1][C:2]1[CH:7]=[CH:6][C:5]([NH:8][C:9](=[O:11])[CH3:10])=[CH:4][C:3]=1[OH:12].C(=O)([O-])[O-].[Cs+].[Cs+].Cl.Cl[CH2:21][CH2:22][N:23]1[CH2:28][CH2:27][O:26][CH2:25][CH2:24]1. No catalyst specified. The product is [Cl:1][C:2]1[CH:7]=[CH:6][C:5]([NH:8][C:9](=[O:11])[CH3:10])=[CH:4][C:3]=1[O:12][CH2:21][CH2:22][N:23]1[CH2:28][CH2:27][O:26][CH2:25][CH2:24]1. The yield is 0.690. (2) The reactants are [CH3:1][N:2]1[C:6]2[CH:7]=[CH:8][CH:9]=[CH:10][C:5]=2[NH:4][C:3]1=[NH:11].[Br:12][C:13]1[CH:20]=[CH:19][C:16]([CH2:17]Br)=[CH:15][CH:14]=1. The catalyst is CC(=O)CC. The product is [Br:12][C:13]1[CH:20]=[CH:19][C:16]([CH2:17][N:4]2[C:5]3[CH:10]=[CH:9][CH:8]=[CH:7][C:6]=3[N:2]([CH3:1])[C:3]2=[NH:11])=[CH:15][CH:14]=1. The yield is 0.610. (3) The reactants are [CH2:1]([N:4]1[C@H:9]([CH3:10])[CH2:8][N:7](C(OCC)=O)[C@@H:6]([CH3:16])[CH2:5]1)[CH:2]=[CH2:3].[OH-].[K+].C(=O)=O.C1(C)C=CC=CC=1. The catalyst is C(O)C. The product is [CH2:1]([N:4]1[CH2:5][C@@H:6]([CH3:16])[NH:7][CH2:8][C@@H:9]1[CH3:10])[CH:2]=[CH2:3]. The yield is 0.690. (4) The reactants are [C:1]1([CH:7]([C:27]2[CH:32]=[CH:31][CH:30]=[CH:29][CH:28]=2)[N:8]2[C:16]3[C:11](=[CH:12][CH:13]=[CH:14][CH:15]=3)[C:10]3([C:20]4[CH:21]=[CH:22][C:23]([OH:25])=[CH:24][C:19]=4[O:18][CH2:17]3)[C:9]2=[O:26])[CH:6]=[CH:5][CH:4]=[CH:3][CH:2]=1.C(=O)([O-])[O-].[K+].[K+].[CH3:39][O:40][CH2:41][CH2:42]Br.O. The yield is 0.850. The catalyst is CN(C)C=O. The product is [C:27]1([CH:7]([C:1]2[CH:2]=[CH:3][CH:4]=[CH:5][CH:6]=2)[N:8]2[C:16]3[C:11](=[CH:12][CH:13]=[CH:14][CH:15]=3)[C:10]3([C:20]4[CH:21]=[CH:22][C:23]([O:25][CH2:42][CH2:41][O:40][CH3:39])=[CH:24][C:19]=4[O:18][CH2:17]3)[C:9]2=[O:26])[CH:32]=[CH:31][CH:30]=[CH:29][CH:28]=1. (5) The reactants are [CH3:1][O:2][C:3]1[CH:24]=[C:23]([O:25][CH3:26])[CH:22]=[CH:21][C:4]=1[CH2:5][N:6]=[C:7]1[C:13]2[CH:14]=[CH:15][C:16]([N:18]([CH3:20])[CH3:19])=[CH:17][C:12]=2[CH2:11][CH2:10][CH2:9][CH2:8]1.C[O:28][CH:29]=[C:30]([C:35](OC)=O)[C:31]([O:33][CH3:34])=[O:32]. The catalyst is O(C1C=CC=CC=1)C1C=CC=CC=1. The product is [CH3:1][O:2][C:3]1[CH:24]=[C:23]([O:25][CH3:26])[CH:22]=[CH:21][C:4]=1[CH2:5][N:6]1[C:29](=[O:28])[C:30]([C:31]([O:33][CH3:34])=[O:32])=[CH:35][C:8]2[CH2:9][CH2:10][CH2:11][C:12]3[CH:17]=[C:16]([N:18]([CH3:20])[CH3:19])[CH:15]=[CH:14][C:13]=3[C:7]1=2. The yield is 0.230. (6) The reactants are O=P12OP3(OP(OP(O3)(O1)=O)(=O)O2)=O.[F:15][C:16]([F:32])([F:31])[C:17]1[CH:22]=[CH:21][C:20]([NH:23][C@H:24]([CH2:29][CH3:30])[CH2:25][C:26]([OH:28])=O)=[CH:19][CH:18]=1.[OH-].[Na+].C(OCC)(=O)C. The catalyst is CS(O)(=O)=O. The product is [CH2:29]([C@@H:24]1[CH2:25][C:26](=[O:28])[C:19]2[C:20](=[CH:21][CH:22]=[C:17]([C:16]([F:15])([F:32])[F:31])[CH:18]=2)[NH:23]1)[CH3:30]. The yield is 0.440. (7) The reactants are [OH:1][C@H:2]1[CH2:6][CH2:5][N:4]([C:7]([O:9][C:10]([CH3:13])([CH3:12])[CH3:11])=[O:8])[CH2:3]1.[H-].[Na+].Cl[C:17]1[C:26]2[C:21](=[CH:22][CH:23]=[CH:24][CH:25]=2)[CH:20]=[C:19]([C:27]#[N:28])[N:18]=1. The catalyst is CN1C(=O)CCC1.O. The product is [C:27]([C:19]1[N:18]=[C:17]([O:1][C@H:2]2[CH2:6][CH2:5][N:4]([C:7]([O:9][C:10]([CH3:13])([CH3:12])[CH3:11])=[O:8])[CH2:3]2)[C:26]2[C:21]([CH:20]=1)=[CH:22][CH:23]=[CH:24][CH:25]=2)#[N:28]. The yield is 0.559. (8) The reactants are ClC(N(C)C)=C(C)C.[C:9]([NH:17][C:18]([NH:20][C:21]1([C:35]2[CH:40]=[N:39][CH:38]=[CH:37][N:36]=2)[CH:25]([CH2:26]O)[CH2:24][N:23]([C:28]([O:30][C:31]([CH3:34])([CH3:33])[CH3:32])=[O:29])[CH2:22]1)=[S:19])(=[O:16])[C:10]1[CH:15]=[CH:14][CH:13]=[CH:12][CH:11]=1.C(=O)([O-])[O-].[Na+].[Na+]. The catalyst is ClCCl. The product is [C:9]([NH:17][C:18]1[S:19][CH2:26][CH:25]2[CH2:24][N:23]([C:28]([O:30][C:31]([CH3:34])([CH3:33])[CH3:32])=[O:29])[CH2:22][C:21]2([C:35]2[CH:40]=[N:39][CH:38]=[CH:37][N:36]=2)[N:20]=1)(=[O:16])[C:10]1[CH:15]=[CH:14][CH:13]=[CH:12][CH:11]=1. The yield is 0.710. (9) The catalyst is C(O)C. The reactants are [CH2:1]([O:3][C:4](=[O:12])[C:5]1[CH:10]=[CH:9][C:8]([NH2:11])=[CH:7][CH:6]=1)[CH3:2].[Br:13][C:14]1[CH:15]=[C:16]([CH:19]=[C:20]([CH3:22])[CH:21]=1)[CH:17]=O. The yield is 0.500. The product is [CH2:1]([O:3][C:4](=[O:12])[C:5]1[CH:10]=[CH:9][C:8]([N:11]=[CH:22][C:20]2[CH:19]=[C:16]([CH3:17])[CH:15]=[C:14]([Br:13])[CH:21]=2)=[CH:7][CH:6]=1)[CH3:2]. (10) The reactants are [F:1][C:2]1[CH:7]=[CH:6][C:5]([C:8]2[CH:16]=[C:15]3[C:11]([CH2:12][CH2:13][N:14]3[C:17](=[O:34])[C@@H:18]([NH:26]C(=O)OC(C)(C)C)[CH2:19][C:20]3[CH:25]=[CH:24][CH:23]=[CH:22][CH:21]=3)=[CH:10][CH:9]=2)=[CH:4][CH:3]=1.C(O)(C(F)(F)F)=O.[ClH:42]. The catalyst is ClCCl.CCOCC. The product is [ClH:42].[NH2:26][C@@H:18]([CH2:19][C:20]1[CH:25]=[CH:24][CH:23]=[CH:22][CH:21]=1)[C:17]([N:14]1[C:15]2[C:11](=[CH:10][CH:9]=[C:8]([C:5]3[CH:6]=[CH:7][C:2]([F:1])=[CH:3][CH:4]=3)[CH:16]=2)[CH2:12][CH2:13]1)=[O:34]. The yield is 0.890.